Dataset: Full USPTO retrosynthesis dataset with 1.9M reactions from patents (1976-2016). Task: Predict the reactants needed to synthesize the given product. (1) Given the product [NH2:15][C:8]1[N:7]=[C:6]([S:5][CH2:1][CH2:2][CH2:3][CH3:4])[N:14]=[C:13]2[C:9]=1[N:10]=[CH:11][N:12]2[C@@H:25]1[CH2:26][C@H:22]([OH:21])[CH:23]=[CH:24]1, predict the reactants needed to synthesize it. The reactants are: [CH2:1]([S:5][C:6]1[N:14]=[C:13]2[C:9]([N:10]=[CH:11][NH:12]2)=[C:8]([NH2:15])[N:7]=1)[CH2:2][CH2:3][CH3:4].[H-].[Na+].CC([O:21][C@H:22]1[CH:26]=[CH:25][C@@H:24](O)[CH2:23]1)=O. (2) Given the product [F:29][C:24]1[CH:23]=[C:22]([N:17]([CH:14]2[CH2:15][CH2:16][NH:11][CH2:12][CH2:13]2)[C:18](=[O:21])[CH2:19][CH3:20])[CH:27]=[CH:26][C:25]=1[F:28], predict the reactants needed to synthesize it. The reactants are: C(OC([N:11]1[CH2:16][CH2:15][CH:14]([N:17]([C:22]2[CH:27]=[CH:26][C:25]([F:28])=[C:24]([F:29])[CH:23]=2)[C:18](=[O:21])[CH2:19][CH3:20])[CH2:13][CH2:12]1)=O)C1C=CC=CC=1. (3) Given the product [F:1][C:2]1[CH:3]=[C:4]([C:8]2[C:9]([C:10]#[N:11])=[CH:20][C:15]3[C:14](=[CH:19][CH:18]=[N:17][CH:16]=3)[N:13]=2)[CH:5]=[CH:6][CH:7]=1, predict the reactants needed to synthesize it. The reactants are: [F:1][C:2]1[CH:3]=[C:4]([C:8](=O)[CH2:9][C:10]#[N:11])[CH:5]=[CH:6][CH:7]=1.[NH2:13][C:14]1[CH:19]=[CH:18][N:17]=[CH:16][C:15]=1[CH:20]=O.N1CCCCC1.C(Cl)Cl. (4) Given the product [Cl:26][C:20]1[CH:19]=[C:18]2[C:23]([C:14]([N:11]3[CH2:12][CH2:13][NH:8][CH:9]([C:27]([NH2:28])=[O:29])[CH2:10]3)=[N:15][CH:16]=[N:17]2)=[CH:22][C:21]=1[C:24]#[N:25], predict the reactants needed to synthesize it. The reactants are: C(OC([N:8]1[CH2:13][CH2:12][N:11]([C:14]2[C:23]3[C:18](=[CH:19][C:20]([Cl:26])=[C:21]([C:24]#[N:25])[CH:22]=3)[N:17]=[CH:16][N:15]=2)[CH2:10][CH:9]1[C:27](=[O:29])[NH2:28])=O)(C)(C)C.C(O)(C(F)(F)F)=O. (5) The reactants are: [O:1]1[CH2:5][CH2:4][O:3][CH:2]1[C:6]1[CH:10]=[CH:9][S:8][CH:7]=1.C([Li])CCC.CN([CH:19]=[O:20])C.[Cl-].[NH4+]. Given the product [O:1]1[CH2:5][CH2:4][O:3][CH:2]1[C:6]1[CH:10]=[CH:9][S:8][C:7]=1[CH:19]=[O:20], predict the reactants needed to synthesize it. (6) Given the product [Br:9][CH2:21][CH2:22][C:17]1[C:18](=[O:19])[O:5][C:4]2[C:6]([C:14]=1[CH3:15])=[CH:7][C:8]([OH:12])=[CH:1][CH:3]=2, predict the reactants needed to synthesize it. The reactants are: [C:1]1([CH:8]=[CH:7][CH:6]=[C:4]([OH:5])[CH:3]=1)O.[BrH:9].C(O)(=[O:12])C.[C:14]([CH:17]1[CH2:22][CH2:21]O[C:18]1=[O:19])(=O)[CH3:15]. (7) The reactants are: [CH3:1][C@H:2]([C:4]1[CH:9]=[CH:8][C:7]([S:10]([CH3:13])(=[O:12])=[O:11])=[CH:6][CH:5]=1)O.CS(Cl)(=O)=O.S([O-])(=O)(=O)C.[CH3:24][O:25][C:26]1[CH:31]=[CH:30][C:29]([C:32]2[C:37]([CH3:38])=[C:36]([C:39]([F:42])([F:41])[F:40])[N:35]3[N:43]=[CH:44][C:45]([C:46]([N:48]4[CH2:53][CH2:52][NH:51][CH2:50][C@H:49]4[CH3:54])=[O:47])=[C:34]3[N:33]=2)=[CH:28][CH:27]=1. Given the product [CH3:24][O:25][C:26]1[CH:27]=[CH:28][C:29]([C:32]2[C:37]([CH3:38])=[C:36]([C:39]([F:41])([F:40])[F:42])[N:35]3[N:43]=[CH:44][C:45]([C:46]([N:48]4[CH2:53][CH2:52][N:51]([C@H:2]([C:4]5[CH:9]=[CH:8][C:7]([S:10]([CH3:13])(=[O:12])=[O:11])=[CH:6][CH:5]=5)[CH3:1])[CH2:50][C@H:49]4[CH3:54])=[O:47])=[C:34]3[N:33]=2)=[CH:30][CH:31]=1, predict the reactants needed to synthesize it. (8) The reactants are: [Cl:1][C:2]1[CH:3]=[C:4]([CH:47]=[O:48])[N:5]([CH2:10][C:11]2[CH:16]=[CH:15][C:14]([C:17]3[CH:22]=[CH:21][CH:20]=[CH:19][C:18]=3[C:23]3[N:27](C(C4C=CC=CC=4)(C4C=CC=CC=4)C4C=CC=CC=4)[N:26]=[N:25][N:24]=3)=[CH:13][CH:12]=2)[C:6]=1[CH2:7][CH2:8][CH3:9].Cl. Given the product [Cl:1][C:2]1[CH:3]=[C:4]([CH:47]=[O:48])[N:5]([CH2:10][C:11]2[CH:16]=[CH:15][C:14]([C:17]3[CH:22]=[CH:21][CH:20]=[CH:19][C:18]=3[C:23]3[NH:27][N:26]=[N:25][N:24]=3)=[CH:13][CH:12]=2)[C:6]=1[CH2:7][CH2:8][CH3:9], predict the reactants needed to synthesize it. (9) Given the product [CH3:3][C:2]([OH:41])([C:4]1[CH:5]=[CH:6][CH:7]=[CH:8][C:9]=1[CH2:10][CH2:11][C@@H:12]([S:32][CH2:33][C:34]1([CH2:37][C:38]([OH:40])=[O:39])[CH2:35][CH2:36]1)[C:13]1[CH:14]=[CH:15][CH:16]=[C:17](/[CH:19]=[CH:20]/[C:21]2[CH:22]=[CH:23][C:24]3[CH:25]=[CH:26][C:27]([Cl:31])=[CH:28][C:29]=3[N:30]=2)[CH:18]=1)[CH3:1], predict the reactants needed to synthesize it. The reactants are: [CH3:1][C:2]([OH:41])([C:4]1[CH:5]=[CH:6][CH:7]=[CH:8][C:9]=1[CH2:10][CH2:11][C@@H:12]([S:32][CH2:33][C:34]1([CH2:37][C:38]([O-:40])=[O:39])[CH2:36][CH2:35]1)[C:13]1[CH:14]=[CH:15][CH:16]=[C:17](/[CH:19]=[CH:20]/[C:21]2[CH:22]=[CH:23][C:24]3[CH:25]=[CH:26][C:27]([Cl:31])=[CH:28][C:29]=3[N:30]=2)[CH:18]=1)[CH3:3].[Na+].Cl.